From a dataset of NCI-60 drug combinations with 297,098 pairs across 59 cell lines. Regression. Given two drug SMILES strings and cell line genomic features, predict the synergy score measuring deviation from expected non-interaction effect. Drug 1: CC1C(C(CC(O1)OC2CC(CC3=C2C(=C4C(=C3O)C(=O)C5=CC=CC=C5C4=O)O)(C(=O)C)O)N)O. Drug 2: CC1C(C(CC(O1)OC2CC(CC3=C2C(=C4C(=C3O)C(=O)C5=C(C4=O)C(=CC=C5)OC)O)(C(=O)CO)O)N)O.Cl. Cell line: HCC-2998. Synergy scores: CSS=56.5, Synergy_ZIP=2.85, Synergy_Bliss=4.71, Synergy_Loewe=6.98, Synergy_HSA=8.09.